This data is from Full USPTO retrosynthesis dataset with 1.9M reactions from patents (1976-2016). The task is: Predict the reactants needed to synthesize the given product. (1) Given the product [CH2:1]([O:3][C:4](=[O:26])[C:5]1[CH:10]=[C:9]([Cl:11])[C:8]([N:12]2[CH2:17][CH2:16][N:15]([C:18]3[CH:23]=[C:22]([C:30]4[CH:31]=[CH:32][C:33]([F:34])=[C:28]([Cl:27])[CH:29]=4)[N:21]=[CH:20][N:19]=3)[C@H:14]([CH3:25])[CH2:13]2)=[N:7][CH:6]=1)[CH3:2], predict the reactants needed to synthesize it. The reactants are: [CH2:1]([O:3][C:4](=[O:26])[C:5]1[CH:10]=[C:9]([Cl:11])[C:8]([N:12]2[CH2:17][CH2:16][N:15]([C:18]3[CH:23]=[C:22](Cl)[N:21]=[CH:20][N:19]=3)[C@H:14]([CH3:25])[CH2:13]2)=[N:7][CH:6]=1)[CH3:2].[Cl:27][C:28]1[CH:29]=[C:30](B(O)O)[CH:31]=[CH:32][C:33]=1[F:34].[O-]P([O-])([O-])=O.[K+].[K+].[K+]. (2) Given the product [CH3:1][N:2]1[C:6]2[CH:7]=[CH:8][CH:9]=[CH:10][C:5]=2[N:4]([CH2:22][C:23]2[CH:28]=[CH:27][CH:26]=[C:25]([C:29]([F:30])([F:31])[F:32])[CH:24]=2)[C:3]1=[N:11][S:12]([C:15]1[CH:20]=[CH:19][CH:18]=[CH:17][CH:16]=1)(=[O:13])=[O:14], predict the reactants needed to synthesize it. The reactants are: [CH3:1][N:2]1[C:6]2[CH:7]=[CH:8][CH:9]=[CH:10][C:5]=2[N:4]=[C:3]1[NH:11][S:12]([C:15]1[CH:20]=[CH:19][CH:18]=[CH:17][CH:16]=1)(=[O:14])=[O:13].Br[CH2:22][C:23]1[CH:28]=[CH:27][CH:26]=[C:25]([C:29]([F:32])([F:31])[F:30])[CH:24]=1.C(=O)([O-])[O-].[K+].[K+]. (3) Given the product [Cl:14][CH2:15][C:16]([NH:1][CH2:2][C@H:3]([OH:6])[CH2:4][OH:5])=[O:17], predict the reactants needed to synthesize it. The reactants are: [NH2:1][CH2:2][C@H:3]([OH:6])[CH2:4][OH:5].CCN(CC)CC.[Cl:14][CH2:15][C:16](Cl)=[O:17]. (4) Given the product [CH:15]1[C:16]2[C:21](=[CH:20][CH:19]=[CH:18][CH:17]=2)[CH:22]=[CH:23][C:14]=1[S:11]([N:8]1[CH2:9][CH2:10][N:5]([C:3](=[O:4])[CH2:2][CH2:30][C:24]2[CH:29]=[CH:28][CH:27]=[CH:26][CH:25]=2)[CH2:6][CH2:7]1)(=[O:13])=[O:12], predict the reactants needed to synthesize it. The reactants are: Cl[CH2:2][C:3]([N:5]1[CH2:10][CH2:9][N:8]([S:11]([C:14]2[CH:23]=[CH:22][C:21]3[C:16](=[CH:17][CH:18]=[CH:19][CH:20]=3)[CH:15]=2)(=[O:13])=[O:12])[CH2:7][CH2:6]1)=[O:4].[C:24]1([CH2:30]CC(O)=O)[CH:29]=[CH:28][CH:27]=[CH:26][CH:25]=1.CCN(C(C)C)C(C)C.CN(C(ON1N=NC2C=CC=NC1=2)=[N+](C)C)C.F[P-](F)(F)(F)(F)F.